This data is from NCI-60 drug combinations with 297,098 pairs across 59 cell lines. The task is: Regression. Given two drug SMILES strings and cell line genomic features, predict the synergy score measuring deviation from expected non-interaction effect. (1) Drug 1: COC1=NC(=NC2=C1N=CN2C3C(C(C(O3)CO)O)O)N. Drug 2: CC1C(C(CC(O1)OC2CC(CC3=C2C(=C4C(=C3O)C(=O)C5=C(C4=O)C(=CC=C5)OC)O)(C(=O)CO)O)N)O.Cl. Cell line: PC-3. Synergy scores: CSS=24.6, Synergy_ZIP=-2.78, Synergy_Bliss=-2.32, Synergy_Loewe=-12.2, Synergy_HSA=-0.849. (2) Drug 1: CN1C(=O)N2C=NC(=C2N=N1)C(=O)N. Drug 2: C1C(C(OC1N2C=NC3=C2NC=NCC3O)CO)O. Cell line: SR. Synergy scores: CSS=51.3, Synergy_ZIP=-0.883, Synergy_Bliss=-3.87, Synergy_Loewe=-3.98, Synergy_HSA=-4.86.